Dataset: Forward reaction prediction with 1.9M reactions from USPTO patents (1976-2016). Task: Predict the product of the given reaction. (1) Given the reactants [CH2:1]([S:8][C:9]1[CH:10]=[C:11]2[C:16](=[CH:17][CH:18]=1)[N:15]([C:19]1[C:24]([OH:25])=[CH:23][C:22]([C:26]3[CH:31]=[CH:30][CH:29]=[C:28]([F:32])[CH:27]=3)=[C:21]([F:33])[CH:20]=1)[C:14](=[O:34])[CH:13]=[CH:12]2)[C:2]1[CH:7]=[CH:6][CH:5]=[CH:4][CH:3]=1.C(=O)([O-])[O-].[K+].[K+].I[CH2:42][CH3:43].O, predict the reaction product. The product is: [CH2:1]([S:8][C:9]1[CH:10]=[C:11]2[C:16](=[CH:17][CH:18]=1)[N:15]([C:19]1[C:24]([O:25][CH2:42][CH3:43])=[CH:23][C:22]([C:26]3[CH:31]=[CH:30][CH:29]=[C:28]([F:32])[CH:27]=3)=[C:21]([F:33])[CH:20]=1)[C:14](=[O:34])[CH:13]=[CH:12]2)[C:2]1[CH:7]=[CH:6][CH:5]=[CH:4][CH:3]=1. (2) Given the reactants Br[CH2:2][C:3]1[N:4]([CH3:28])[C:5]2[C:10]([N:11]=1)=[C:9]([N:12]1[CH2:17][CH2:16][O:15][CH2:14][CH2:13]1)[N:8]=[C:7]([N:18]1[C:22]3[CH:23]=[CH:24][CH:25]=[CH:26][C:21]=3[N:20]=[C:19]1[CH3:27])[N:6]=2.[O:29]1[CH2:34][CH2:33][CH:32]([NH2:35])[CH2:31][CH2:30]1, predict the reaction product. The product is: [CH3:28][N:4]1[C:3]([CH2:2][NH:35][CH:32]2[CH2:33][CH2:34][O:29][CH2:30][CH2:31]2)=[N:11][C:10]2[C:5]1=[N:6][C:7]([N:18]1[C:22]3[CH:23]=[CH:24][CH:25]=[CH:26][C:21]=3[N:20]=[C:19]1[CH3:27])=[N:8][C:9]=2[N:12]1[CH2:17][CH2:16][O:15][CH2:14][CH2:13]1. (3) Given the reactants [CH3:1][O:2][C:3]([C:5]1[CH:6]=[C:7]([Br:14])[CH:8]=[C:9]2[C:13]=1[NH:12][CH:11]=[CH:10]2)=[O:4].[H-].[Na+].I[CH3:18], predict the reaction product. The product is: [CH3:1][O:2][C:3]([C:5]1[CH:6]=[C:7]([Br:14])[CH:8]=[C:9]2[C:13]=1[N:12]([CH3:18])[CH:11]=[CH:10]2)=[O:4]. (4) Given the reactants [C:1]1([OH:7])[CH:6]=[CH:5][CH:4]=[CH:3][CH:2]=1.C1(P(C2C=CC=CC=2)C2C=CC=CC=2)C=CC=CC=1.[CH2:27]([O:34][CH2:35][C:36]1([CH2:40]O)[CH2:39][CH2:38][CH2:37]1)[C:28]1[CH:33]=[CH:32][CH:31]=[CH:30][CH:29]=1.CC(OC(/N=N/C(OC(C)C)=O)=O)C, predict the reaction product. The product is: [CH2:27]([O:34][CH2:35][C:36]1([CH2:40][O:7][C:1]2[CH:6]=[CH:5][CH:4]=[CH:3][CH:2]=2)[CH2:39][CH2:38][CH2:37]1)[C:28]1[CH:33]=[CH:32][CH:31]=[CH:30][CH:29]=1. (5) Given the reactants [F:1][C:2]1[CH:3]=[CH:4][C:5]([N+:15]([O-])=O)=[C:6]([NH:8][C:9]2[CH:10]=[N:11][CH:12]=[CH:13][CH:14]=2)[CH:7]=1, predict the reaction product. The product is: [F:1][C:2]1[CH:7]=[C:6]([NH:8][C:9]2[CH:10]=[N:11][CH:12]=[CH:13][CH:14]=2)[C:5]([NH2:15])=[CH:4][CH:3]=1. (6) The product is: [Br:1][C:2]1[CH:42]=[N:41][N:40]([CH2:8][CH2:9][N:10]2[CH2:14][CH2:13][CH2:12][C:11]2=[O:15])[CH:38]=1. Given the reactants [Br:1][C:2]1C=CNN=1.O[CH2:8][CH2:9][N:10]1[CH2:14][CH2:13][CH2:12][C:11]1=[O:15].C1C=CC(P(C2C=CC=CC=2)C2C=CC=CC=2)=CC=1.CCO[C:38](/[N:40]=[N:41]/[C:42](OCC)=O)=O, predict the reaction product. (7) Given the reactants C1C=CC(P(C2C=CC=CC=2)C2C=CC=CC=2)=CC=1.[C:20]([OH:28])(=O)[CH2:21][CH2:22][C:23]([CH3:26])([CH3:25])[CH3:24].CC(C)(CCC)C(O)=O.C(C(C)(CC)C(O)=O)C.CC(C)(C(C)C)C(O)=O.P.C(Cl)(Cl)(Cl)[Cl:58], predict the reaction product. The product is: [C:20]([Cl:58])(=[O:28])[CH2:21][CH2:22][C:23]([CH3:26])([CH3:25])[CH3:24]. (8) Given the reactants [NH2:1][C:2]1[CH:3]=[CH:4][C:5]2[O:9][C:8]([C:10]([O:12][CH3:13])=[O:11])=[CH:7][C:6]=2[CH:14]=1.[C:15]1([S:21]([N:24]([CH2:28][CH2:29]Cl)[CH2:25][CH2:26]Cl)(=[O:23])=[O:22])[CH:20]=[CH:19][CH:18]=[CH:17][CH:16]=1.C(N(CCCC)CCCC)CCC, predict the reaction product. The product is: [C:15]1([S:21]([N:24]2[CH2:28][CH2:29][N:1]([C:2]3[CH:3]=[CH:4][C:5]4[O:9][C:8]([C:10]([O:12][CH3:13])=[O:11])=[CH:7][C:6]=4[CH:14]=3)[CH2:26][CH2:25]2)(=[O:23])=[O:22])[CH:16]=[CH:17][CH:18]=[CH:19][CH:20]=1. (9) The product is: [CH3:41][N:40]1[C:36]([C:24]([CH:25]2[CH2:28][N:27]([C:29]([O:31][C:32]([CH3:35])([CH3:34])[CH3:33])=[O:30])[CH2:26]2)=[O:23])=[CH:37][N:38]=[N:39]1. Given the reactants CC(OI1(OC(C)=O)(OC(C)=O)OC(=O)C2C=CC=CC1=2)=O.[OH:23][CH:24]([C:36]1[N:40]([CH3:41])[N:39]=[N:38][CH:37]=1)[CH:25]1[CH2:28][N:27]([C:29]([O:31][C:32]([CH3:35])([CH3:34])[CH3:33])=[O:30])[CH2:26]1.S([O-])([O-])(=O)=S.[Na+].[Na+].C(=O)(O)[O-].[Na+], predict the reaction product. (10) Given the reactants Cl.[NH2:2][C:3]1[C:12]2[N:13]=[C:14]([CH2:21][CH2:22][C:23]3([CH3:28])OCC[O:24]3)[N:15]([CH2:16][C:17]([CH3:20])([OH:19])[CH3:18])[C:11]=2[C:10]2[CH:9]=[CH:8][CH:7]=[CH:6][C:5]=2[N:4]=1.[OH-].[Na+].ClCCl, predict the reaction product. The product is: [NH2:2][C:3]1[C:12]2[N:13]=[C:14]([CH2:21][CH2:22][C:23](=[O:24])[CH3:28])[N:15]([CH2:16][C:17]([OH:19])([CH3:18])[CH3:20])[C:11]=2[C:10]2[CH:9]=[CH:8][CH:7]=[CH:6][C:5]=2[N:4]=1.